The task is: Predict the reaction yield, written as a fraction of the theoretical maximum amount of product (1.0 means a 100% yield; for example, 0.34 means a 34% yield).. This data is from Reaction yield outcomes from USPTO patents with 853,638 reactions. The reactants are [C:1]([C:9]1[C:17]([O:18][CH3:19])=[CH:16][CH:15]=[CH:14][C:10]=1[C:11]([OH:13])=[O:12])(=O)[C:2]1[CH:7]=[CH:6][CH:5]=[CH:4][CH:3]=1.[H][H]. The catalyst is [Pd].CO. The product is [CH2:1]([C:9]1[C:17]([O:18][CH3:19])=[CH:16][CH:15]=[CH:14][C:10]=1[C:11]([OH:13])=[O:12])[C:2]1[CH:3]=[CH:4][CH:5]=[CH:6][CH:7]=1. The yield is 0.630.